Dataset: Reaction yield outcomes from USPTO patents with 853,638 reactions. Task: Predict the reaction yield, written as a fraction of the theoretical maximum amount of product (1.0 means a 100% yield; for example, 0.34 means a 34% yield). (1) The reactants are Br[C:2]1[C:7]([F:8])=[C:6]([Cl:9])[N:5]=[C:4]([N:10]2[CH2:15][CH2:14][O:13][CH2:12][CH2:11]2)[CH:3]=1.[CH3:16][C:17]1[CH:23]=[CH:22][C:20]([NH2:21])=[CH:19][C:18]=1B1OC(C)(C)C(C)(C)O1.C([O-])([O-])=O.[Na+].[Na+]. The catalyst is COCCOC.C1C=CC([P]([Pd]([P](C2C=CC=CC=2)(C2C=CC=CC=2)C2C=CC=CC=2)([P](C2C=CC=CC=2)(C2C=CC=CC=2)C2C=CC=CC=2)[P](C2C=CC=CC=2)(C2C=CC=CC=2)C2C=CC=CC=2)(C2C=CC=CC=2)C2C=CC=CC=2)=CC=1. The product is [Cl:9][C:6]1[C:7]([F:8])=[C:2]([C:18]2[CH:19]=[C:20]([CH:22]=[CH:23][C:17]=2[CH3:16])[NH2:21])[CH:3]=[C:4]([N:10]2[CH2:15][CH2:14][O:13][CH2:12][CH2:11]2)[N:5]=1. The yield is 0.870. (2) The reactants are Br[C:2]1[N:7]=[C:6]([C:8]([O:10][CH3:11])=[O:9])[CH:5]=[CH:4][C:3]=1[F:12].[F:13][C:14]1[CH:19]=[C:18]([O:20][CH3:21])[CH:17]=[C:16]([F:22])[C:15]=1B(O)O.[F-].[K+].P(C(C)(C)C)(C(C)(C)C)C(C)(C)C.C1(C)C=CC=CC=1. The catalyst is C1COCC1.O.C1C=CC(/C=C/C(/C=C/C2C=CC=CC=2)=O)=CC=1.C1C=CC(/C=C/C(/C=C/C2C=CC=CC=2)=O)=CC=1.C1C=CC(/C=C/C(/C=C/C2C=CC=CC=2)=O)=CC=1.[Pd].[Pd]. The product is [F:13][C:14]1[CH:19]=[C:18]([O:20][CH3:21])[CH:17]=[C:16]([F:22])[C:15]=1[C:2]1[N:7]=[C:6]([C:8]([O:10][CH3:11])=[O:9])[CH:5]=[CH:4][C:3]=1[F:12]. The yield is 0.850. (3) The reactants are [Cl:1][C:2]1[C:7]([F:8])=[C:6]([C:9]([F:18])([C:14]([F:17])([F:16])[F:15])[C:10]([F:13])([F:12])[F:11])[CH:5]=[C:4]([Cl:19])[C:3]=1[NH2:20].[C:21]([C:23]1[CH:31]=[CH:30][C:26]([C:27](O)=[O:28])=[CH:25][C:24]=1[N+:32]([O-:34])=[O:33])#[N:22].N1C=CC=CC=1.O=C1N([ClH]P([ClH]N2CCOC2=O)=O)CCO1. The catalyst is ClCCl. The product is [C:21]([C:23]1[CH:31]=[CH:30][C:26]([C:27]([NH:20][C:3]2[C:4]([Cl:19])=[CH:5][C:6]([C:9]([F:18])([C:10]([F:12])([F:13])[F:11])[C:14]([F:15])([F:16])[F:17])=[C:7]([F:8])[C:2]=2[Cl:1])=[O:28])=[CH:25][C:24]=1[N+:32]([O-:34])=[O:33])#[N:22]. The yield is 0.910. (4) The reactants are Br[CH2:2][C:3]1[C:12]([C:13]#[N:14])=[CH:11][CH:10]=[CH:9][C:4]=1[C:5]([O:7][CH3:8])=[O:6].C1(=O)O[C:19](=[O:20])[C:18]2=[CH:22][CH:23]=[CH:24][CH:25]=[C:17]2[CH2:16]1.C(N(CC)CC)C. The catalyst is C(#N)C. The product is [O:20]=[C:19]1[C:18]2[C:17](=[CH:25][CH:24]=[CH:23][CH:22]=2)[C:16]2[CH2:2][C:3]3[C:4]([C:5]([O:7][CH3:8])=[O:6])=[CH:9][CH:10]=[CH:11][C:12]=3[C:13]=2[NH:14]1. The yield is 0.810. (5) The reactants are [Br:1][C:2]1[CH:8]=[CH:7][C:5]([NH2:6])=[CH:4][CH:3]=1.[C:9](O[C:9]([O:11][C:12]([CH3:15])([CH3:14])[CH3:13])=[O:10])([O:11][C:12]([CH3:15])([CH3:14])[CH3:13])=[O:10]. The catalyst is C1(C)C=CC=CC=1. The product is [Br:1][C:2]1[CH:8]=[CH:7][C:5]([NH:6][C:9](=[O:10])[O:11][C:12]([CH3:15])([CH3:14])[CH3:13])=[CH:4][CH:3]=1. The yield is 0.830. (6) The reactants are [CH3:1][C:2]1[N:6]([CH:7]([C:9]2[CH:14]=[CH:13][CH:12]=[CH:11][CH:10]=2)[CH3:8])[N:5]=[CH:4][C:3]=1[C:15]([O:17]C)=[O:16].O.[OH-].[Li+].O1CCCC1.Cl. The catalyst is O.CO. The product is [CH3:1][C:2]1[N:6]([CH:7]([C:9]2[CH:10]=[CH:11][CH:12]=[CH:13][CH:14]=2)[CH3:8])[N:5]=[CH:4][C:3]=1[C:15]([OH:17])=[O:16]. The yield is 0.620.